Predict which catalyst facilitates the given reaction. From a dataset of Catalyst prediction with 721,799 reactions and 888 catalyst types from USPTO. Reactant: [OH:1][CH2:2][CH2:3][CH2:4][N:5]1[CH2:9][CH2:8][CH2:7][C:6]1=[O:10].C1C=CC(P(C2C=CC=CC=2)C2C=CC=CC=2)=CC=1.[Cl:30][C:31]1[CH:36]=[CH:35][C:34]([N:37]([C@H:41]2[C:50]3[C:45](=[CH:46][CH:47]=[CH:48][CH:49]=3)[N:44]([C:51](=[O:59])[C:52]3[CH:57]=[CH:56][C:55](O)=[CH:54][CH:53]=3)[C@@H:43]([CH3:60])[CH2:42]2)[C:38](=[O:40])[CH3:39])=[CH:33][CH:32]=1.CCOC(/N=N/C(OCC)=O)=O. Product: [Cl:30][C:31]1[CH:32]=[CH:33][C:34]([N:37]([C@H:41]2[C:50]3[C:45](=[CH:46][CH:47]=[CH:48][CH:49]=3)[N:44]([C:51](=[O:59])[C:52]3[CH:57]=[CH:56][C:55]([O:1][CH2:2][CH2:3][CH2:4][N:5]4[CH2:9][CH2:8][CH2:7][C:6]4=[O:10])=[CH:54][CH:53]=3)[C@@H:43]([CH3:60])[CH2:42]2)[C:38](=[O:40])[CH3:39])=[CH:35][CH:36]=1. The catalyst class is: 48.